Dataset: Peptide-MHC class II binding affinity with 134,281 pairs from IEDB. Task: Regression. Given a peptide amino acid sequence and an MHC pseudo amino acid sequence, predict their binding affinity value. This is MHC class II binding data. (1) The peptide sequence is WGAIWRIDTPEVLKG. The MHC is DRB5_0101 with pseudo-sequence DRB5_0101. The binding affinity (normalized) is 0.564. (2) The peptide sequence is GPSLLDVSQTSVTALP. The MHC is DRB1_0302 with pseudo-sequence DRB1_0302. The binding affinity (normalized) is 0.0177. (3) The peptide sequence is SGLFQFIFFLLLAGR. The MHC is DRB4_0101 with pseudo-sequence DRB4_0103. The binding affinity (normalized) is 0.198. (4) The peptide sequence is KFVDSTVVASVTIID. The MHC is DRB5_0101 with pseudo-sequence DRB5_0101. The binding affinity (normalized) is 0.293. (5) The peptide sequence is FPTIPLSRLFDNAML. The MHC is DRB1_0701 with pseudo-sequence DRB1_0701. The binding affinity (normalized) is 0.255. (6) The peptide sequence is EKKYFAPTQFEPLAA. The MHC is HLA-DPA10301-DPB10402 with pseudo-sequence HLA-DPA10301-DPB10402. The binding affinity (normalized) is 0.871. (7) The peptide sequence is ELLDQSDVKEPGVSR. The MHC is DRB1_1501 with pseudo-sequence DRB1_1501. The binding affinity (normalized) is 0.417. (8) The peptide sequence is AFKVAATAAEAAPAN. The MHC is HLA-DPA10103-DPB10301 with pseudo-sequence HLA-DPA10103-DPB10301. The binding affinity (normalized) is 0.874.